Predict the reaction yield, written as a fraction of the theoretical maximum amount of product (1.0 means a 100% yield; for example, 0.34 means a 34% yield). From a dataset of Reaction yield outcomes from USPTO patents with 853,638 reactions. (1) The reactants are [Si]([O:8][CH2:9][C:10]([NH:29]S(C(C)(C)C)=O)([C:12]1[S:13][C:14]2[CH:20]=[C:19]([CH2:21][CH2:22][CH2:23][CH2:24][CH2:25][CH2:26][CH2:27][CH3:28])[CH:18]=[CH:17][C:15]=2[N:16]=1)[CH3:11])(C(C)(C)C)(C)C.Cl. The catalyst is CO. The product is [NH2:29][C:10]([C:12]1[S:13][C:14]2[CH:20]=[C:19]([CH2:21][CH2:22][CH2:23][CH2:24][CH2:25][CH2:26][CH2:27][CH3:28])[CH:18]=[CH:17][C:15]=2[N:16]=1)([CH3:11])[CH2:9][OH:8]. The yield is 0.260. (2) The reactants are CN1CCCC1=O.O.S(=O)(=O)(O)O.[NH2:14][C:15]1[CH:25]=[C:24]([CH:26]2OCC[O:27]2)[C:23]([CH2:31][CH3:32])=[CH:22][C:16]=1[C:17]([O:19][CH2:20][CH3:21])=[O:18]. The catalyst is O. The product is [NH2:14][C:15]1[CH:25]=[C:24]([CH:26]=[O:27])[C:23]([CH2:31][CH3:32])=[CH:22][C:16]=1[C:17]([O:19][CH2:20][CH3:21])=[O:18]. The yield is 0.920. (3) The reactants are [Cl:1][C:2]1[CH:3]=[C:4]2[C:8](=[CH:9][CH:10]=1)[NH:7][CH:6]=[C:5]2[CH2:11][CH2:12][NH:13][C:14](=[O:23])[C:15]1[CH:20]=[CH:19][C:18]([CH2:21]Cl)=[CH:17][CH:16]=1.[C:24]([C:26]1[CH:31]=[CH:30][C:29](B(O)O)=[CH:28][CH:27]=1)#[N:25].C(=O)([O-])[O-].[Na+].[Na+].[I-].[Na+]. The catalyst is C(COC)OC.O.C1C=CC([P]([Pd]([P](C2C=CC=CC=2)(C2C=CC=CC=2)C2C=CC=CC=2)([P](C2C=CC=CC=2)(C2C=CC=CC=2)C2C=CC=CC=2)[P](C2C=CC=CC=2)(C2C=CC=CC=2)C2C=CC=CC=2)(C2C=CC=CC=2)C2C=CC=CC=2)=CC=1. The product is [Cl:1][C:2]1[CH:3]=[C:4]2[C:8](=[CH:9][CH:10]=1)[NH:7][CH:6]=[C:5]2[CH2:11][CH2:12][NH:13][C:14](=[O:23])[C:15]1[CH:20]=[CH:19][C:18]([CH2:21][C:29]2[CH:30]=[CH:31][C:26]([C:24]#[N:25])=[CH:27][CH:28]=2)=[CH:17][CH:16]=1. The yield is 0.780. (4) The reactants are [C:1]([C:5]1[CH:10]=[CH:9][C:8]([NH2:11])=[CH:7][CH:6]=1)([CH3:4])([CH3:3])[CH3:2].[N+:12]([O-])([O-:14])=[O:13].[K+].C([O-])(O)=O.[Na+]. The catalyst is OS(O)(=O)=O. The product is [C:1]([C:5]1[CH:6]=[CH:7][C:8]([NH2:11])=[CH:9][C:10]=1[N+:12]([O-:14])=[O:13])([CH3:4])([CH3:2])[CH3:3]. The yield is 0.770. (5) The reactants are [CH3:1][C:2]1[N:6]=[C:5]([N:7]2[CH2:12][CH2:11][CH:10]([NH2:13])[CH2:9][CH2:8]2)[S:4][N:3]=1.Cl[C:15]1[N:20]=[C:19]([C:21]([OH:24])([CH3:23])[CH3:22])[CH:18]=[C:17]([C:25]2[CH:30]=[CH:29][C:28]([Cl:31])=[CH:27][CH:26]=2)[N:16]=1. No catalyst specified. The product is [Cl:31][C:28]1[CH:27]=[CH:26][C:25]([C:17]2[N:16]=[C:15]([NH:13][CH:10]3[CH2:9][CH2:8][N:7]([C:5]4[S:4][N:3]=[C:2]([CH3:1])[N:6]=4)[CH2:12][CH2:11]3)[N:20]=[C:19]([C:21]([OH:24])([CH3:22])[CH3:23])[CH:18]=2)=[CH:30][CH:29]=1. The yield is 0.410. (6) The yield is 0.960. The catalyst is O1CCCC1. The reactants are [Br:1][C:2]1[CH:10]=[CH:9][C:5]([C:6](O)=[O:7])=[C:4]([N+:11]([O-:13])=[O:12])[CH:3]=1.C(=O)([O-])O.[Na+]. The product is [Br:1][C:2]1[CH:10]=[CH:9][C:5]([CH2:6][OH:7])=[C:4]([N+:11]([O-:13])=[O:12])[CH:3]=1. (7) The reactants are [Cl:1][C:2]1[N:11]=[CH:10][C:9]2[N:8]([CH2:12][C:13]([CH3:22])([O:15]C3CCCCO3)[CH3:14])[C:7](=[O:23])[C:6]3([CH3:28])[CH2:24][O:25][CH2:26][CH2:27][N:5]3[C:4]=2[N:3]=1.Cl.C([O-])(O)=O.[Na+]. The catalyst is C1COCC1. The product is [Cl:1][C:2]1[N:11]=[CH:10][C:9]2[N:8]([CH2:12][C:13]([OH:15])([CH3:22])[CH3:14])[C:7](=[O:23])[C:6]3([CH3:28])[CH2:24][O:25][CH2:26][CH2:27][N:5]3[C:4]=2[N:3]=1. The yield is 0.810. (8) The reactants are C[O:2][C:3]1[CH:8]=[CH:7][CH:6]=[CH:5][C:4]=1[C:9]([C:11]1[CH:16]=[CH:15][CH:14]=[CH:13][C:12]=1[S:17][CH3:18])=[O:10].[Al+3].[Cl-].[Cl-].[Cl-].C(S)CCCCCCCCCCC.O. The catalyst is CCCCCC.C(OCC)(=O)C. The product is [OH:2][C:3]1[CH:8]=[CH:7][CH:6]=[CH:5][C:4]=1[C:9]([C:11]1[CH:16]=[CH:15][CH:14]=[CH:13][C:12]=1[S:17][CH3:18])=[O:10]. The yield is 0.600. (9) The reactants are [O:1]1[CH2:6][CH2:5][NH:4][C:3]2[N:7]=[CH:8][CH:9]=[CH:10][C:2]1=2.[C:11](O[C:11]([O:13][C:14]([CH3:17])([CH3:16])[CH3:15])=[O:12])([O:13][C:14]([CH3:17])([CH3:16])[CH3:15])=[O:12].[Li+].C[Si]([N-][Si](C)(C)C)(C)C. The catalyst is C1COCC1. The product is [C:14]([O:13][C:11]([N:4]1[CH2:5][CH2:6][O:1][C:2]2[CH:10]=[CH:9][CH:8]=[N:7][C:3]1=2)=[O:12])([CH3:17])([CH3:16])[CH3:15]. The yield is 0.800. (10) The reactants are C1C=C(N2CCN([CH2:15][CH2:16][CH2:17][CH2:18][O:19][C:20]3[CH:21]=[CH:22][C:23]4[CH2:30][CH2:29][C:27](=[O:28])[NH:26][C:24]=4[CH:25]=3)CC2)C(Cl)=C(Cl)C=1.OC1C=C2C(CCC(=O)N2)=CC=1.[Br:43]CCCCBr. No catalyst specified. The product is [Br:43][CH2:15][CH2:16][CH2:17][CH2:18][O:19][C:20]1[CH:25]=[C:24]2[C:23]([CH2:30][CH2:29][C:27](=[O:28])[NH:26]2)=[CH:22][CH:21]=1. The yield is 0.755.